Dataset: hERG potassium channel inhibition data for cardiac toxicity prediction from Karim et al.. Task: Regression/Classification. Given a drug SMILES string, predict its toxicity properties. Task type varies by dataset: regression for continuous values (e.g., LD50, hERG inhibition percentage) or binary classification for toxic/non-toxic outcomes (e.g., AMES mutagenicity, cardiotoxicity, hepatotoxicity). Dataset: herg_karim. (1) The compound is Cc1nc2ccncc2n1C1C[C@H]2CC[C@H](C1)N2CC[C@H](NC(=O)c1ccc([S@+](C)[O-])cc1)c1ccc(F)cc1. The result is 0 (non-blocker). (2) The drug is COc1cc([C@H]2CC[C@H](N3CC(NC(=O)CNC(=O)c4cccc(C(F)(F)F)c4)C3)CC2)ccn1. The result is 1 (blocker). (3) The compound is Cc1cc(Nc2cc(N[C@@H]3CCCC[C@@H]3N)cnc2C(N)=O)nc(-n2nccn2)n1. The result is 0 (non-blocker). (4) The drug is CC(C)[C@@H](Oc1ccc(CNC(=O)[C@@H]2CCCN2C(=O)CC([NH3+])Cc2c(F)c(F)c(F)c(F)c2F)cc1)C(=O)O. The result is 0 (non-blocker).